This data is from Catalyst prediction with 721,799 reactions and 888 catalyst types from USPTO. The task is: Predict which catalyst facilitates the given reaction. (1) Reactant: [Cl:1][C:2]1[C:7]([C:8]([F:11])([F:10])[F:9])=[CH:6][CH:5]=[CH:4][C:3]=1[OH:12].N1C=CC=CC=1.[S:19](O[S:19]([C:22]([F:25])([F:24])[F:23])(=[O:21])=[O:20])([C:22]([F:25])([F:24])[F:23])(=[O:21])=[O:20]. Product: [F:23][C:22]([F:25])([F:24])[S:19]([O:12][C:3]1[CH:4]=[CH:5][CH:6]=[C:7]([C:8]([F:10])([F:11])[F:9])[C:2]=1[Cl:1])(=[O:21])=[O:20]. The catalyst class is: 2. (2) Reactant: [Cl:1][C:2]1[C:3](I)=[CH:4][C:5]([C:8]([OH:10])=[O:9])=[N:6][CH:7]=1.[O:12]1[CH2:15][CH:14]([OH:16])[CH2:13]1.[H-].[Na+]. Product: [Cl:1][C:2]1[C:3]([O:16][CH:14]2[CH2:15][O:12][CH2:13]2)=[CH:4][C:5]([C:8]([OH:10])=[O:9])=[N:6][CH:7]=1. The catalyst class is: 3. (3) Reactant: [Cl:1][C:2]1[CH:7]=[CH:6][C:5]([C:8]2[NH:12][CH:11]=[C:10]([C:13]([O:15]C)=[O:14])[C:9]=2[CH3:17])=[C:4]([C:18]([F:21])([F:20])[F:19])[CH:3]=1.[OH-].[Na+].C(O)=O. Product: [Cl:1][C:2]1[CH:7]=[CH:6][C:5]([C:8]2[NH:12][CH:11]=[C:10]([C:13]([OH:15])=[O:14])[C:9]=2[CH3:17])=[C:4]([C:18]([F:21])([F:19])[F:20])[CH:3]=1. The catalyst class is: 5. (4) Reactant: [CH:1]1([NH:4][C:5]([C:7]2[CH:8]=[C:9]([F:26])[C:10]([CH3:25])=[C:11]([C:13]3[CH:18]=[CH:17][C:16]([C:19]([O:21][CH3:22])=[O:20])=[CH:15][C:14]=3[CH:23]=[O:24])[CH:12]=2)=[O:6])[CH2:3][CH2:2]1.Cl([O-])=[O:28].[Na+].P([O-])(O)(O)=O.[K+].OO.S([O-])([O-])=O.[Na+].[Na+]. Product: [CH:1]1([NH:4][C:5]([C:7]2[CH:8]=[C:9]([F:26])[C:10]([CH3:25])=[C:11]([C:13]3[C:14]([C:23]([OH:28])=[O:24])=[CH:15][C:16]([C:19]([O:21][CH3:22])=[O:20])=[CH:17][CH:18]=3)[CH:12]=2)=[O:6])[CH2:3][CH2:2]1. The catalyst class is: 47. (5) Reactant: [O:1]=[C:2]1[NH:6][CH2:5][C:4]2([CH2:11][CH2:10][N:9](C(OC(C)(C)C)=O)[CH2:8][CH2:7]2)[O:3]1.C(O)(C(F)(F)F)=O. Product: [O:3]1[C:4]2([CH2:7][CH2:8][NH:9][CH2:10][CH2:11]2)[CH2:5][NH:6][C:2]1=[O:1]. The catalyst class is: 2. (6) Reactant: [CH3:1][N:2]1[CH2:6][CH2:5][CH:4]([C:7](=O)[C:8]2[CH:13]=[CH:12][CH:11]=[N:10][CH:9]=2)C1=O.[OH-].[Na+].[BH4-].[K+]. Product: [N:10]1[CH:9]=[C:8]([CH:7]2[CH2:4][CH2:5][CH2:6][N:2]2[CH3:1])[CH:13]=[CH:12][CH:11]=1. The catalyst class is: 33. (7) Reactant: Cl[C:2]1[N:7]=[C:6]([C:8]2[N:12]3[CH:13]=[CH:14][CH:15]=[CH:16][C:11]3=[N:10][C:9]=2[C:17]2[CH:18]=[CH:19][C:20]([O:34][CH3:35])=[C:21]([CH:33]=2)[C:22]([NH:24][C:25]2[C:30]([F:31])=[CH:29][CH:28]=[CH:27][C:26]=2[F:32])=[O:23])[CH:5]=[CH:4][N:3]=1.[CH2:36]([O:38][C:39]1[CH:45]=[C:44]([N:46]2[CH2:51][CH2:50][CH:49]([N:52]3[CH2:57][CH2:56][N:55]([S:58]([CH3:61])(=[O:60])=[O:59])[CH2:54][CH2:53]3)[CH2:48][CH2:47]2)[CH:43]=[CH:42][C:40]=1[NH2:41])[CH3:37].C1(C)C=CC(S(O)(=O)=O)=CC=1. Product: [F:32][C:26]1[CH:27]=[CH:28][CH:29]=[C:30]([F:31])[C:25]=1[NH:24][C:22](=[O:23])[C:21]1[CH:33]=[C:17]([C:9]2[N:10]=[C:11]3[CH:16]=[CH:15][CH:14]=[CH:13][N:12]3[C:8]=2[C:6]2[CH:5]=[CH:4][N:3]=[C:2]([NH:41][C:40]3[CH:42]=[CH:43][C:44]([N:46]4[CH2:51][CH2:50][CH:49]([N:52]5[CH2:57][CH2:56][N:55]([S:58]([CH3:61])(=[O:60])=[O:59])[CH2:54][CH2:53]5)[CH2:48][CH2:47]4)=[CH:45][C:39]=3[O:38][CH2:36][CH3:37])[N:7]=2)[CH:18]=[CH:19][C:20]=1[O:34][CH3:35]. The catalyst class is: 41.